The task is: Predict which catalyst facilitates the given reaction.. This data is from Catalyst prediction with 721,799 reactions and 888 catalyst types from USPTO. (1) Reactant: [C:1]([O:5][C:6](=[O:12])[NH:7][CH2:8][CH2:9][CH2:10][NH2:11])([CH3:4])([CH3:3])[CH3:2].[N:13]1[C:22]2[C:21](=O)[CH2:20][CH2:19][CH2:18][C:17]=2[CH:16]=[CH:15][CH:14]=1.[BH-](OC(C)=O)(OC(C)=O)OC(C)=O.[Na+]. Product: [C:1]([O:5][C:6](=[O:12])[NH:7][CH2:8][CH2:9][CH2:10][NH:11][CH:21]1[C:22]2[N:13]=[CH:14][CH:15]=[CH:16][C:17]=2[CH2:18][CH2:19][CH2:20]1)([CH3:4])([CH3:2])[CH3:3]. The catalyst class is: 2. (2) Reactant: [Cl:1][C:2]1[CH:3]=[C:4]([Mg]Br)[CH:5]=[CH:6][CH:7]=1.C1COCC1.[C:15]([O:19][C:20]([N:22]1[CH2:27][CH2:26][C:25](=[O:28])[CH2:24][CH2:23]1)=[O:21])([CH3:18])([CH3:17])[CH3:16]. Product: [C:15]([O:19][C:20]([N:22]1[CH2:27][CH2:26][C:25]([C:4]2[CH:5]=[CH:6][CH:7]=[C:2]([Cl:1])[CH:3]=2)([OH:28])[CH2:24][CH2:23]1)=[O:21])([CH3:18])([CH3:16])[CH3:17]. The catalyst class is: 775.